Dataset: Orexin1 receptor HTS with 218,158 compounds and 233 confirmed actives. Task: Binary Classification. Given a drug SMILES string, predict its activity (active/inactive) in a high-throughput screening assay against a specified biological target. (1) The drug is O(C(=O)C1C(C1)C)CC(=O)Nc1ccc(OCC)cc1. The result is 0 (inactive). (2) The compound is s1c(/C(=N\NC(=O)c2nnn(c2c2cc(OC)ccc2)c2nonc2N)C)ccc1. The result is 0 (inactive). (3) The result is 0 (inactive). The compound is O=C(c1cc(Nc2nc(nc3c2cccc3)c2ccccc2)ccc1)C. (4) The compound is O1C(CCCC1)CN(Cc1n2c(nc1C(=O)N1CCCCC1)c(ccc2)C)C. The result is 0 (inactive). (5) The drug is Clc1c(NC(=O)CSc2n(Cc3occc3)c(nn2)c2ccncc2)cccc1. The result is 0 (inactive).